Dataset: Forward reaction prediction with 1.9M reactions from USPTO patents (1976-2016). Task: Predict the product of the given reaction. (1) Given the reactants Cl[C:2]1[C:3]2[S:18][CH:17]=[CH:16][C:4]=2[N:5]=[C:6]([C:8]2[CH:13]=[CH:12][CH:11]=[CH:10][C:9]=2[O:14][CH3:15])[N:7]=1.[N:19]1([C:25]([O:27][CH2:28][CH:29]([CH3:31])[CH3:30])=[O:26])[CH2:24][CH2:23][NH:22][CH2:21][CH2:20]1.CCN(CC)CC, predict the reaction product. The product is: [CH3:15][O:14][C:9]1[CH:10]=[CH:11][CH:12]=[CH:13][C:8]=1[C:6]1[N:7]=[C:2]([N:22]2[CH2:21][CH2:20][N:19]([C:25]([O:27][CH2:28][CH:29]([CH3:31])[CH3:30])=[O:26])[CH2:24][CH2:23]2)[C:3]2[S:18][CH:17]=[CH:16][C:4]=2[N:5]=1. (2) Given the reactants [CH3:1][S:2]([C:5]1[CH:33]=[CH:32][C:8]([O:9][C:10]2[CH:11]=[C:12]3[C:16](=[C:17]([O:19][CH2:20][CH:21]4[CH2:26][CH2:25][O:24][CH2:23][CH2:22]4)[CH:18]=2)[NH:15][C:14]([C:27]([O:29]CC)=[O:28])=[CH:13]3)=[CH:7][CH:6]=1)(=[O:4])=[O:3], predict the reaction product. The product is: [CH3:1][S:2]([C:5]1[CH:6]=[CH:7][C:8]([O:9][C:10]2[CH:11]=[C:12]3[C:16](=[C:17]([O:19][CH2:20][CH:21]4[CH2:26][CH2:25][O:24][CH2:23][CH2:22]4)[CH:18]=2)[NH:15][C:14]([C:27]([OH:29])=[O:28])=[CH:13]3)=[CH:32][CH:33]=1)(=[O:3])=[O:4]. (3) Given the reactants [Cl:1][C:2]1[CH:7]=[C:6]([N+:8]([O-:10])=[O:9])[CH:5]=[CH:4][C:3]=1[NH:11]/[CH:12]=[C:13](/[C:19]#[N:20])\[C:14]([O:16]CC)=O.CCCCCC, predict the reaction product. The product is: [Cl:1][C:2]1[CH:7]=[C:6]([N+:8]([O-:10])=[O:9])[CH:5]=[C:4]2[C:3]=1[N:11]=[CH:12][C:13]([C:19]#[N:20])=[C:14]2[OH:16]. (4) Given the reactants [Cl:1][C:2]1[CH:7]=[CH:6][C:5]([C@H:8]2[N:15]3[C:11]([S:12][C:13]([C:19]([N:21]4[CH2:32][CH2:31][CH2:30][C@H:22]4[C:23]([O:25]C(C)(C)C)=[O:24])=[O:20])=[C:14]3[CH:16]([CH3:18])[CH3:17])=[N:10][C@:9]2([C:34]2[CH:39]=[CH:38][C:37]([Cl:40])=[CH:36][CH:35]=2)[CH3:33])=[CH:4][CH:3]=1, predict the reaction product. The product is: [Cl:1][C:2]1[CH:3]=[CH:4][C:5]([C@H:8]2[N:15]3[C:11]([S:12][C:13]([C:19]([N:21]4[CH2:32][CH2:31][CH2:30][C@H:22]4[C:23]([OH:25])=[O:24])=[O:20])=[C:14]3[CH:16]([CH3:17])[CH3:18])=[N:10][C@:9]2([C:34]2[CH:35]=[CH:36][C:37]([Cl:40])=[CH:38][CH:39]=2)[CH3:33])=[CH:6][CH:7]=1. (5) Given the reactants [CH3:1][O:2][C:3](=[O:15])[C:4]1[C:5](=[C:10](I)[CH:11]=[CH:12][CH:13]=1)[C:6]([O:8][CH3:9])=[O:7].[CH3:16][O:17][C:18]1[CH:23]=[C:22]([O:24][CH2:25][CH2:26][N:27]2[CH2:32][CH2:31][O:30][CH2:29][CH2:28]2)[CH:21]=[CH:20][C:19]=1[NH2:33].C1C=CC(P(C2C(C3C(P(C4C=CC=CC=4)C4C=CC=CC=4)=CC=C4C=3C=CC=C4)=C3C(C=CC=C3)=CC=2)C2C=CC=CC=2)=CC=1.C(=O)([O-])[O-].[Cs+].[Cs+], predict the reaction product. The product is: [CH3:1][O:2][C:3](=[O:15])[C:4]1[C:5](=[C:10]([NH:33][C:19]2[CH:20]=[CH:21][C:22]([O:24][CH2:25][CH2:26][N:27]3[CH2:28][CH2:29][O:30][CH2:31][CH2:32]3)=[CH:23][C:18]=2[O:17][CH3:16])[CH:11]=[CH:12][CH:13]=1)[C:6]([O:8][CH3:9])=[O:7]. (6) Given the reactants [Cl:1][C:2]1[CH:28]=[CH:27][C:5]([C:6]([CH2:8][CH2:9][O:10][C:11]([CH2:13][NH:14][CH2:15][C:16]2[CH:25]=[CH:24][C:19]([C:20]([O:22][CH3:23])=[O:21])=[CH:18][C:17]=2[NH2:26])=[O:12])=[O:7])=[CH:4][CH:3]=1.[N:29]1([C:34]([C:36]2[CH:43]=[CH:42][C:39]([CH:40]=O)=[CH:38][CH:37]=2)=[O:35])[CH2:33][CH2:32][CH2:31][CH2:30]1.C(O)(=O)C.C(O[BH-](OC(=O)C)OC(=O)C)(=O)C.[Na+], predict the reaction product. The product is: [Cl:1][C:2]1[CH:3]=[CH:4][C:5]([C:6]([CH2:8][CH2:9][O:10][C:11]([CH2:13][NH:14][CH2:15][C:16]2[CH:25]=[CH:24][C:19]([C:20]([O:22][CH3:23])=[O:21])=[CH:18][C:17]=2[NH:26][CH2:40][C:39]2[CH:38]=[CH:37][C:36]([C:34]([N:29]3[CH2:33][CH2:32][CH2:31][CH2:30]3)=[O:35])=[CH:43][CH:42]=2)=[O:12])=[O:7])=[CH:27][CH:28]=1. (7) Given the reactants [NH2:1][C@H:2]([C:5]([OH:7])=[O:6])[CH2:3][SH:4].[CH3:8][O:9][C:10](=[O:14])[C:11]([CH3:13])=O.[C:15](Cl)(=[O:17])[CH3:16].C(=O)([O-])[O-].[K+].[K+], predict the reaction product. The product is: [CH3:8][O:9][C:10]([C:11]1([CH3:13])[N:1]([C:15](=[O:17])[CH3:16])[CH:2]([C:5]([OH:7])=[O:6])[CH2:3][S:4]1)=[O:14].